Dataset: NCI-60 drug combinations with 297,098 pairs across 59 cell lines. Task: Regression. Given two drug SMILES strings and cell line genomic features, predict the synergy score measuring deviation from expected non-interaction effect. (1) Drug 1: CC1=CC2C(CCC3(C2CCC3(C(=O)C)OC(=O)C)C)C4(C1=CC(=O)CC4)C. Drug 2: CCCCC(=O)OCC(=O)C1(CC(C2=C(C1)C(=C3C(=C2O)C(=O)C4=C(C3=O)C=CC=C4OC)O)OC5CC(C(C(O5)C)O)NC(=O)C(F)(F)F)O. Cell line: OVCAR-5. Synergy scores: CSS=-5.55, Synergy_ZIP=1.10, Synergy_Bliss=-1.53, Synergy_Loewe=-6.62, Synergy_HSA=-5.08. (2) Drug 1: C1CCN(CC1)CCOC2=CC=C(C=C2)C(=O)C3=C(SC4=C3C=CC(=C4)O)C5=CC=C(C=C5)O. Drug 2: CS(=O)(=O)C1=CC(=C(C=C1)C(=O)NC2=CC(=C(C=C2)Cl)C3=CC=CC=N3)Cl. Cell line: OVCAR-4. Synergy scores: CSS=2.48, Synergy_ZIP=-1.79, Synergy_Bliss=-3.17, Synergy_Loewe=-4.03, Synergy_HSA=-4.05.